From a dataset of Reaction yield outcomes from USPTO patents with 853,638 reactions. Predict the reaction yield, written as a fraction of the theoretical maximum amount of product (1.0 means a 100% yield; for example, 0.34 means a 34% yield). (1) The reactants are [CH3:1][N:2]1[C:10]2[C:5](=[CH:6][C:7]([N+:11]([O-])=O)=[CH:8][CH:9]=2)[C:4]([C:14]2[CH:19]=[CH:18][CH:17]=[CH:16][CH:15]=2)=[C:3]1[C:20](O)=[O:21].Cl.CN(C)CCCN=C=NCC.Cl.[CH3:36][O:37][C:38](=[O:45])[C@H:39]([CH2:41][CH:42]([CH3:44])[CH3:43])[NH2:40].CN1CCOCC1.NN. The catalyst is C(Cl)Cl.[Ni]. The product is [NH2:11][C:7]1[CH:6]=[C:5]2[C:10](=[CH:9][CH:8]=1)[N:2]([CH3:1])[C:3]([C:20]([NH:40][C@H:39]([C:38]([O:37][CH3:36])=[O:45])[CH2:41][CH:42]([CH3:44])[CH3:43])=[O:21])=[C:4]2[C:14]1[CH:15]=[CH:16][CH:17]=[CH:18][CH:19]=1. The yield is 0.870. (2) The reactants are [NH2:1][C:2]1[CH:7]=[CH:6][C:5]([C:8]#[C:9][C:10]2[N:11]([CH2:23][CH3:24])[C:12]3[C:17]([C:18]=2[C:19]#[N:20])=[CH:16][CH:15]=[C:14]([O:21][CH3:22])[CH:13]=3)=[CH:4][CH:3]=1.[CH3:25][S:26](Cl)(=[O:28])=[O:27]. The catalyst is N1C=CC=CC=1.C(OCC)(=O)C. The product is [C:19]([C:18]1[C:17]2[C:12](=[CH:13][C:14]([O:21][CH3:22])=[CH:15][CH:16]=2)[N:11]([CH2:23][CH3:24])[C:10]=1[C:9]#[C:8][C:5]1[CH:6]=[CH:7][C:2]([NH:1][S:26]([CH3:25])(=[O:28])=[O:27])=[CH:3][CH:4]=1)#[N:20]. The yield is 0.920. (3) The reactants are [CH3:1][C:2]1([CH3:10])[O:7][C:6](=[O:8])[CH2:5][C:4](=[O:9])[O:3]1.N1C=CC=CC=1.[Cl:17][C:18]1[CH:23]=[CH:22][C:21]([CH2:24][C:25](Cl)=[O:26])=[CH:20][CH:19]=1.Cl. The catalyst is C(Cl)Cl. The product is [Cl:17][C:18]1[CH:23]=[CH:22][C:21]([CH2:24][C:25](=[C:5]2[C:6](=[O:8])[O:7][C:2]([CH3:10])([CH3:1])[O:3][C:4]2=[O:9])[OH:26])=[CH:20][CH:19]=1. The yield is 0.950. (4) The reactants are [NH2:1][C:2]1[CH:3]=[C:4]([CH:17]=[CH:18][CH:19]=1)[O:5][C:6]1[C:15]2[N:14]=[CH:13][C:12](=[O:16])[NH:11][C:10]=2[N:9]=[CH:8][CH:7]=1.[F:20][C:21]1[CH:26]=[CH:25][C:24]([C:27]([F:30])([F:29])[F:28])=[CH:23][C:22]=1[N:31]=[C:32]=[O:33]. No catalyst specified. The product is [F:20][C:21]1[CH:26]=[CH:25][C:24]([C:27]([F:30])([F:29])[F:28])=[CH:23][C:22]=1[NH:31][C:32]([NH:1][C:2]1[CH:19]=[CH:18][CH:17]=[C:4]([O:5][C:6]2[C:15]3[N:14]=[CH:13][C:12](=[O:16])[NH:11][C:10]=3[N:9]=[CH:8][CH:7]=2)[CH:3]=1)=[O:33]. The yield is 0.420. (5) The reactants are [Cl:1][C:2]1[C:3]([O:12][C:13]2[CH:18]=[C:17]([O:19][CH2:20][CH2:21][O:22][CH3:23])[CH:16]=[CH:15][C:14]=2/[CH:24]=[CH:25]/[CH2:26][OH:27])=[N:4][CH:5]=[C:6]([C:8]([F:11])([F:10])[F:9])[CH:7]=1.Cl[S:29]([N:32]=[C:33]=[O:34])(=[O:31])=[O:30].[NH2:35][CH2:36][CH2:37][C:38]1[CH:43]=[CH:42][CH:41]=[CH:40][N:39]=1.Cl. The catalyst is C(#N)C.N1C=CC=CC=1. The product is [N:39]1[CH:40]=[CH:41][CH:42]=[CH:43][C:38]=1[CH2:37][CH2:36][NH:35][S:29]([NH:32][C:33](=[O:34])[O:27][CH2:26]/[CH:25]=[CH:24]/[C:14]1[CH:15]=[CH:16][C:17]([O:19][CH2:20][CH2:21][O:22][CH3:23])=[CH:18][C:13]=1[O:12][C:3]1[C:2]([Cl:1])=[CH:7][C:6]([C:8]([F:9])([F:11])[F:10])=[CH:5][N:4]=1)(=[O:31])=[O:30]. The yield is 0.460. (6) The yield is 0.820. The product is [F:1][C:2]1[CH:7]=[CH:6][CH:5]=[C:4]([F:8])[C:3]=1[N:9]1[C:14]2[N:15]=[C:16]([NH:43][CH:40]3[CH2:41][CH2:42][N:37]([CH3:36])[CH2:38][CH2:39]3)[N:17]=[C:18]([C:19]3[CH:20]=[C:21]([CH:28]=[CH:29][C:30]=3[CH3:31])[C:22]([NH:24][CH:25]([CH3:27])[CH3:26])=[O:23])[C:13]=2[CH2:12][NH:11][C:10]1=[O:35]. The reactants are [F:1][C:2]1[CH:7]=[CH:6][CH:5]=[C:4]([F:8])[C:3]=1[N:9]1[C:14]2[N:15]=[C:16](S(C)=O)[N:17]=[C:18]([C:19]3[CH:20]=[C:21]([CH:28]=[CH:29][C:30]=3[CH3:31])[C:22]([NH:24][CH:25]([CH3:27])[CH3:26])=[O:23])[C:13]=2[CH2:12][NH:11][C:10]1=[O:35].[CH3:36][N:37]1[CH2:42][CH2:41][CH:40]([NH2:43])[CH2:39][CH2:38]1. The catalyst is C1COCC1. (7) The reactants are [OH:1][C:2]1[CH:3]=[C:4]([CH:9]=[C:10]([O:13][CH3:14])[C:11]=1[OH:12])[C:5]([O:7][CH3:8])=[O:6].[C:15]([O-])([O-])=O.[K+].[K+]. The catalyst is CC(C)=O. The product is [CH3:14][O:13][C:10]1[C:11]2[O:12][CH2:15][O:1][C:2]=2[CH:3]=[C:4]([C:5]([O:7][CH3:8])=[O:6])[CH:9]=1. The yield is 0.800. (8) The reactants are [C:1]1([C:7]2[CH:11]=[C:10]([NH2:12])[NH:9][N:8]=2)[CH:6]=[CH:5][CH:4]=[CH:3][CH:2]=1.[Br:13][CH:14]([CH:17]=O)[CH:15]=O. No catalyst specified. The product is [Br:13][C:14]1[CH:15]=[C:11]2[C:7]([C:1]3[CH:2]=[CH:3][CH:4]=[CH:5][CH:6]=3)=[N:8][NH:9][C:10]2=[N:12][CH:17]=1. The yield is 0.130. (9) The reactants are [CH3:1][O:2][C:3]1[CH:4]=[C:5]2[C:10](=[CH:11][C:12]=1[O:13][CH3:14])[N:9]=[CH:8][CH:7]=[C:6]2[O:15][C:16]1[C:22]([CH3:23])=[CH:21][C:19]([NH2:20])=[C:18]([CH3:24])[CH:17]=1.C(N(CC)CC)C.ClC(Cl)(O[C:36](=[O:42])OC(Cl)(Cl)Cl)Cl.[CH3:44][C:45]1[N:46]=[C:47]([CH:51]([NH2:53])[CH3:52])[S:48][C:49]=1[CH3:50]. The catalyst is C(Cl)(Cl)Cl. The product is [CH3:1][O:2][C:3]1[CH:4]=[C:5]2[C:10](=[CH:11][C:12]=1[O:13][CH3:14])[N:9]=[CH:8][CH:7]=[C:6]2[O:15][C:16]1[C:22]([CH3:23])=[CH:21][C:19]([NH:20][C:36]([NH:53][CH:51]([C:47]2[S:48][C:49]([CH3:50])=[C:45]([CH3:44])[N:46]=2)[CH3:52])=[O:42])=[C:18]([CH3:24])[CH:17]=1. The yield is 0.290.